This data is from Reaction yield outcomes from USPTO patents with 853,638 reactions. The task is: Predict the reaction yield, written as a fraction of the theoretical maximum amount of product (1.0 means a 100% yield; for example, 0.34 means a 34% yield). (1) The reactants are [CH3:1][O:2][C:3]1[CH:8]=[CH:7][C:6]([N+:9]([O-:11])=[O:10])=[CH:5][C:4]=1[NH:12][C:13](=[O:16])[CH2:14][CH3:15].[H-].[Na+].I[CH3:20]. The yield is 0.950. The product is [CH3:1][O:2][C:3]1[CH:8]=[CH:7][C:6]([N+:9]([O-:11])=[O:10])=[CH:5][C:4]=1[N:12]([CH3:20])[C:13](=[O:16])[CH2:14][CH3:15]. The catalyst is C1COCC1. (2) The reactants are [CH:1]([S:4][C:5]1[C:6]([C@H:11]2[C@H:15]([C:16]([O:18][CH2:19][CH3:20])=[O:17])[CH2:14][CH2:13][N:12]2[C:21]([O:23][C:24]([CH3:27])([CH3:26])[CH3:25])=[O:22])=[N:7][CH:8]=[CH:9][CH:10]=1)([CH3:3])[CH3:2].[OH:28]OS([O-])=O.[K+].[OH2:34]. The catalyst is CCO.CCOC(C)=O. The product is [CH:1]([S:4]([C:5]1[C:6]([C@H:11]2[C@H:15]([C:16]([O:18][CH2:19][CH3:20])=[O:17])[CH2:14][CH2:13][N:12]2[C:21]([O:23][C:24]([CH3:27])([CH3:25])[CH3:26])=[O:22])=[N:7][CH:8]=[CH:9][CH:10]=1)(=[O:28])=[O:34])([CH3:3])[CH3:2]. The yield is 0.900. (3) The reactants are C(OC([N:8](COCC[Si](C)(C)C)[C:9]1[S:10][C@:11]2([C:39]([OH:41])=O)[C@H:13]([C@:14]([C:17]3[CH:22]=[C:21]([NH:23][C:24]([C:26]4[CH:31]=[N:30][C:29]([O:32][CH2:33][C:34]([F:37])([F:36])[F:35])=[CH:28][N:27]=4)=[O:25])[CH:20]=[CH:19][C:18]=3[F:38])([CH3:16])[N:15]=1)[CH2:12]2)=O)(C)(C)C.[F:50][C:51]([F:55])([F:54])[CH2:52][NH2:53].CN(C(ON1N=NC2C=CC=NC1=2)=[N+](C)C)C.F[P-](F)(F)(F)(F)F.O.C1(C)C=CC(S(O)(=O)=O)=CC=1. The catalyst is CN(C=O)C.O. The product is [NH2:8][C:9]1[S:10][C@:11]2([C:39]([NH:53][CH2:52][C:51]([F:55])([F:54])[F:50])=[O:41])[C@H:13]([C@:14]([C:17]3[CH:22]=[C:21]([NH:23][C:24]([C:26]4[CH:31]=[N:30][C:29]([O:32][CH2:33][C:34]([F:36])([F:37])[F:35])=[CH:28][N:27]=4)=[O:25])[CH:20]=[CH:19][C:18]=3[F:38])([CH3:16])[N:15]=1)[CH2:12]2. The yield is 0.460. (4) The reactants are [Cl:1][C:2]1[CH:3]=[C:4]([C:8](=O)[CH2:9][C:10]2[CH:15]=[CH:14][CH:13]=[CH:12][CH:11]=2)[CH:5]=[CH:6][CH:7]=1.[CH2:17]([O:19][C:20]1[CH:21]=[C:22]([CH:25]=[C:26]([N+:29]([O-:31])=[O:30])[C:27]=1[OH:28])[CH:23]=O)[CH3:18].[NH2:32][C:33]([NH2:35])=[O:34].Cl. The catalyst is CCO.CO.CCOC(C)=O. The product is [Cl:1][C:2]1[CH:3]=[C:4]([C:8]2[NH:35][C:33](=[O:34])[NH:32][CH:23]([C:22]3[CH:25]=[C:26]([N+:29]([O-:31])=[O:30])[C:27]([OH:28])=[C:20]([O:19][CH2:17][CH3:18])[CH:21]=3)[C:9]=2[C:10]2[CH:15]=[CH:14][CH:13]=[CH:12][CH:11]=2)[CH:5]=[CH:6][CH:7]=1. The yield is 0.0860. (5) The reactants are FC(F)(S([O:16][S:17]([C:20]([F:32])([F:31])[C:21]([F:30])([F:29])[C:22]([F:28])([F:27])[C:23]([F:26])([F:25])[F:24])(=[O:19])=[O:18])(=O)=O)C(F)(F)C(F)(F)C(F)(F)F.[C:34]1([S:40]([N:43]2[C:47]3[CH:48]=[N:49][C:50]([C:53]#[N:54])=[C:51](O)[C:46]=3[C:45]3[CH:55]=[C:56]([C:59]4[CH:60]=[N:61][N:62]([CH3:64])[CH:63]=4)[CH:57]=[N:58][C:44]2=3)(=[O:42])=[O:41])[CH:39]=[CH:38][CH:37]=[CH:36][CH:35]=1.N1C=CC=CC=1.Cl. The catalyst is C(Cl)Cl. The product is [C:34]1([S:40]([N:43]2[C:47]3[CH:48]=[N:49][C:50]([C:53]#[N:54])=[C:51]([O:16][S:17]([C:20]([F:31])([F:32])[C:21]([F:30])([F:29])[C:22]([F:27])([F:28])[C:23]([F:24])([F:25])[F:26])(=[O:18])=[O:19])[C:46]=3[C:45]3[CH:55]=[C:56]([C:59]4[CH:60]=[N:61][N:62]([CH3:64])[CH:63]=4)[CH:57]=[N:58][C:44]2=3)(=[O:41])=[O:42])[CH:35]=[CH:36][CH:37]=[CH:38][CH:39]=1. The yield is 0.840. (6) The product is [CH3:34][C:29]1([CH3:35])[C:30]([CH3:33])([CH3:32])[O:31][B:27]([C:2]2[CH:3]=[C:4]3[C:24](=[CH:25][CH:26]=2)[C:8]2[NH:9][C:10]([C@@H:12]4[CH2:16][CH2:15][CH2:14][N:13]4[C:17]([O:19][C:20]([CH3:23])([CH3:22])[CH3:21])=[O:18])=[N:11][C:7]=2[CH2:6][CH2:5]3)[O:28]1. The catalyst is O1CCOCC1.C1C=CC(P(C2C=CC=CC=2)[C-]2C=CC=C2)=CC=1.C1C=CC(P(C2C=CC=CC=2)[C-]2C=CC=C2)=CC=1.Cl[Pd]Cl.[Fe+2]. The yield is 0.730. The reactants are Br[C:2]1[CH:3]=[C:4]2[C:24](=[CH:25][CH:26]=1)[C:8]1[NH:9][C:10]([C@@H:12]3[CH2:16][CH2:15][CH2:14][N:13]3[C:17]([O:19][C:20]([CH3:23])([CH3:22])[CH3:21])=[O:18])=[N:11][C:7]=1[CH2:6][CH2:5]2.[B:27]1([B:27]2[O:31][C:30]([CH3:33])([CH3:32])[C:29]([CH3:35])([CH3:34])[O:28]2)[O:31][C:30]([CH3:33])([CH3:32])[C:29]([CH3:35])([CH3:34])[O:28]1.CC([O-])=O.[K+]. (7) The reactants are C(OC([N:8]1[CH2:13][CH2:12][N:11]([C:14]2[C:18]3[S:19][CH:20]=[CH:21][C:17]=3[O:16][N:15]=2)[CH2:10][CH2:9]1)=O)(C)(C)C.Cl. No catalyst specified. The yield is 0.840. The product is [N:11]1([C:14]2[C:18]3[S:19][CH:20]=[CH:21][C:17]=3[O:16][N:15]=2)[CH2:10][CH2:9][NH:8][CH2:13][CH2:12]1.